This data is from Full USPTO retrosynthesis dataset with 1.9M reactions from patents (1976-2016). The task is: Predict the reactants needed to synthesize the given product. (1) Given the product [CH3:12][O:13][C:14](=[O:24])[C:15]1[CH:20]=[CH:19][C:18]([O:5][N:4]=[C:2]([CH3:3])[CH3:1])=[C:17]([C:22]#[N:23])[CH:16]=1, predict the reactants needed to synthesize it. The reactants are: [CH3:1][C:2](=[N:4][OH:5])[CH3:3].CC(C)([O-])C.[K+].[CH3:12][O:13][C:14](=[O:24])[C:15]1[CH:20]=[CH:19][C:18](F)=[C:17]([C:22]#[N:23])[CH:16]=1.[NH4+].[Cl-]. (2) The reactants are: [Cl:1][C:2]1[N:7]=[CH:6][C:5]([CH2:8][N:9]2[CH2:13][CH2:12][NH:11][C:10]2=[CH:14][C:15]#[N:16])=[CH:4][CH:3]=1.[CH:17](=[O:22])[CH2:18][CH2:19][CH:20]=O.Cl. Given the product [Cl:1][C:2]1[N:7]=[CH:6][C:5]([CH2:8][N:9]2[C:10]3=[C:14]([C:15]#[N:16])[CH:20]4[O:22][CH:17]([N:11]3[CH2:12][CH2:13]2)[CH2:18][CH2:19]4)=[CH:4][CH:3]=1, predict the reactants needed to synthesize it.